This data is from Catalyst prediction with 721,799 reactions and 888 catalyst types from USPTO. The task is: Predict which catalyst facilitates the given reaction. (1) Reactant: C([O:8][C:9](=[O:20])[CH2:10][NH:11][C:12]([N:14]1[CH2:19][CH2:18][O:17][CH2:16][CH2:15]1)=[O:13])C1C=CC=CC=1. Product: [O:17]1[CH2:18][CH2:19][N:14]([C:12]([NH:11][CH2:10][C:9]([OH:20])=[O:8])=[O:13])[CH2:15][CH2:16]1. The catalyst class is: 78. (2) The catalyst class is: 1. Reactant: [C:1]([O:5][C:6]([N:8]1[CH2:13][CH2:12][N:11]([CH:14]([C:22]#N)[CH2:15][CH:16]2[CH2:21][CH2:20][CH2:19][CH2:18][CH2:17]2)[CH2:10][CH2:9]1)=[O:7])([CH3:4])([CH3:3])[CH3:2].[CH:24]1(C[Mg]Br)[CH2:29][CH2:28][CH2:27][CH2:26][CH2:25]1. Product: [C:1]([O:5][C:6]([N:8]1[CH2:9][CH2:10][N:11]([CH:14]([CH2:15][CH:16]2[CH2:21][CH2:20][CH2:19][CH2:18][CH2:17]2)[CH2:22][CH:24]2[CH2:29][CH2:28][CH2:27][CH2:26][CH2:25]2)[CH2:12][CH2:13]1)=[O:7])([CH3:4])([CH3:3])[CH3:2]. (3) Reactant: [N+:1]([C:4]1[CH:10]=[C:9]([N+:11]([O-:13])=[O:12])[CH:8]=[CH:7][C:5]=1[NH2:6])([O-:3])=[O:2].[CH3:14][O:15][C:16](=[O:23])[CH2:17][CH2:18][CH2:19][C:20](Cl)=[O:21]. Product: [CH3:14][O:15][C:16](=[O:23])[CH2:17][CH2:18][CH2:19][C:20](=[O:21])[NH:6][C:5]1[CH:7]=[CH:8][C:9]([N+:11]([O-:13])=[O:12])=[CH:10][C:4]=1[N+:1]([O-:3])=[O:2]. The catalyst class is: 10.